Dataset: Full USPTO retrosynthesis dataset with 1.9M reactions from patents (1976-2016). Task: Predict the reactants needed to synthesize the given product. (1) Given the product [CH2:14]1[N:13]([CH2:16][CH2:17][C:18]2[CH:19]=[C:20]3[CH2:28][C:26]([NH:25][C:21]3=[CH:22][C:23]=2[Cl:24])=[O:27])[CH2:12][CH2:11][N:10]([C:7]2[C:5]3[C:4](=[CH:3][CH:2]=[CH:1][CH:6]=3)[S:9](=[O:29])[N:8]=2)[CH2:15]1, predict the reactants needed to synthesize it. The reactants are: [CH:1]1[CH:2]=[CH:3][C:4]2[S:9][N:8]=[C:7]([N:10]3[CH2:15][CH2:14][N:13]([CH2:16][CH2:17][C:18]4[CH:19]=[C:20]5[CH2:28][C:26](=[O:27])[NH:25][C:21]5=[CH:22][C:23]=4[Cl:24])[CH2:12][CH2:11]3)[C:5]=2[CH:6]=1.[OH:29]O. (2) Given the product [CH3:3][C:2]1[C:6]2=[CH:7][C:8]3[CH:14]([CH3:15])[CH2:13][N:12]([C:16](=[O:21])[C:17]([F:20])([F:19])[F:18])[CH2:11][CH2:10][C:9]=3[N:22]=[C:5]2[O:4][CH:1]=1, predict the reactants needed to synthesize it. The reactants are: [CH2:1]([O:4][C:5]1[C:6](I)=[CH:7][C:8]2[CH:14]([CH3:15])[CH2:13][N:12]([C:16](=[O:21])[C:17]([F:20])([F:19])[F:18])[CH2:11][CH2:10][C:9]=2[N:22]=1)[CH:2]=[CH2:3].CC([O-])=O.[Na+]. (3) Given the product [CH2:1]([O:8][N:9]1[C:15](=[O:16])[N:14]2[CH2:17][C@H:10]1[CH2:11][CH2:12][C@H:13]2[C:18]([NH:21][O:22][CH2:23][C:24]1[N:25]=[CH:26][N:27]([C:29]([O:31][C:32]([CH3:35])([CH3:34])[CH3:33])=[O:30])[CH:28]=1)=[O:20])[C:2]1[CH:3]=[CH:4][CH:5]=[CH:6][CH:7]=1, predict the reactants needed to synthesize it. The reactants are: [CH2:1]([O:8][N:9]1[C:15](=[O:16])[N:14]2[CH2:17][C@H:10]1[CH2:11][CH2:12][C@H:13]2[C:18]([OH:20])=O)[C:2]1[CH:7]=[CH:6][CH:5]=[CH:4][CH:3]=1.[NH2:21][O:22][CH2:23][C:24]1[N:25]=[CH:26][N:27]([C:29]([O:31][C:32]([CH3:35])([CH3:34])[CH3:33])=[O:30])[CH:28]=1.ON1C2C=CC=CC=2N=N1. (4) Given the product [CH2:5]([NH:2][C:3]([NH2:1])=[O:4])[CH2:6][CH2:7][CH2:8][CH3:9], predict the reactants needed to synthesize it. The reactants are: [NH3:1].[N:2]([CH2:5][CH2:6][CH2:7][CH2:8][CH3:9])=[C:3]=[O:4]. (5) Given the product [F:22][C:19]1[CH:20]=[CH:21][C:16]([C:3]2[C:2]([N:26]3[CH2:27][CH2:28][CH2:29][C@H:25]3[CH3:24])=[N:11][C:10]3[C:5](=[CH:6][CH:7]=[C:8]([C:12]([O:14][CH3:15])=[O:13])[CH:9]=3)[N:4]=2)=[CH:17][CH:18]=1, predict the reactants needed to synthesize it. The reactants are: Cl[C:2]1[C:3]([C:16]2[CH:21]=[CH:20][C:19]([F:22])=[CH:18][CH:17]=2)=[N:4][C:5]2[C:10]([N:11]=1)=[CH:9][C:8]([C:12]([O:14][CH3:15])=[O:13])=[CH:7][CH:6]=2.Cl.[CH3:24][C@@H:25]1[CH2:29][CH2:28][CH2:27][NH:26]1.CCN(C(C)C)C(C)C. (6) Given the product [F:24][C:20]1[CH:19]=[C:18]2[C:23]([C:15]([C:13]3[CH:12]=[CH:11][C:10]4[N:34]=[C:6]([CH2:5][NH:4][C:1](=[O:3])[CH3:2])[NH:8][C:9]=4[CH:14]=3)=[CH:16][N:17]2[S:25]([C:28]2[CH:33]=[CH:32][CH:31]=[CH:30][CH:29]=2)(=[O:27])=[O:26])=[CH:22][CH:21]=1, predict the reactants needed to synthesize it. The reactants are: [C:1]([NH:4][CH2:5][C:6]([NH:8][C:9]1[CH:14]=[C:13]([C:15]2[C:23]3[C:18](=[CH:19][C:20]([F:24])=[CH:21][CH:22]=3)[N:17]([S:25]([C:28]3[CH:33]=[CH:32][CH:31]=[CH:30][CH:29]=3)(=[O:27])=[O:26])[CH:16]=2)[CH:12]=[CH:11][C:10]=1[NH2:34])=O)(=[O:3])[CH3:2].C([O-])(O)=O.[Na+]. (7) Given the product [Cl:3][C@H:4]1[C@H:8]([CH2:9][CH2:10][S:11][C:12]2[S:13][CH:14]=[C:15]([C:17]([OH:19])=[O:18])[N:16]=2)[C@@H:7]([CH2:22][CH2:23][CH2:24][CH2:25][CH2:26][CH2:27][CH2:28][CH3:29])[C@H:6]([OH:30])[CH2:5]1, predict the reactants needed to synthesize it. The reactants are: [Li+].[OH-].[Cl:3][C@H:4]1[C@H:8]([CH2:9][CH2:10][S:11][C:12]2[S:13][CH:14]=[C:15]([C:17]([O:19]CC)=[O:18])[N:16]=2)[C@@H:7]([CH2:22][CH2:23][CH2:24][CH2:25][CH2:26][CH2:27][CH2:28][CH3:29])[C@H:6]([OH:30])[CH2:5]1.